Dataset: Forward reaction prediction with 1.9M reactions from USPTO patents (1976-2016). Task: Predict the product of the given reaction. (1) Given the reactants [H-].[Na+].[C:3]([O:13][C:14]([CH3:17])([CH3:16])[CH3:15])(=[O:12])[CH2:4][C:5]([O:7][C:8]([CH3:11])([CH3:10])[CH3:9])=[O:6].I[C:19]1[CH:24]=[CH:23][C:22]([CH3:25])=[CH:21][CH:20]=1.[Cl-].[NH4+], predict the reaction product. The product is: [C:14]([O:13][C:3](=[O:12])[CH:4]([C:19]1[CH:24]=[CH:23][C:22]([CH3:25])=[CH:21][CH:20]=1)[C:5]([O:7][C:8]([CH3:9])([CH3:10])[CH3:11])=[O:6])([CH3:17])([CH3:16])[CH3:15]. (2) Given the reactants COC(=O)CC1C=C(O)C2C(=CC=C(F)C=2)C=1.[F:18][C:19]1[CH:28]=[C:27]2[C:22]([CH:23]=[C:24]([CH2:33][C:34]([O:36][CH3:37])=[O:35])[C:25](C)=[C:26]2[C:29]([OH:31])=[O:30])=[CH:21][CH:20]=1, predict the reaction product. The product is: [F:18][C:19]1[CH:28]=[C:27]2[C:22]([CH:23]=[C:24]([CH2:33][C:34]([O:36][CH3:37])=[O:35])[CH:25]=[C:26]2[C:29]([OH:31])=[O:30])=[CH:21][CH:20]=1. (3) Given the reactants [CH3:1][S:2][C:3]1[S:4][C:5]2[C:6]([N:11]=1)=[N:7][CH:8]=[CH:9][CH:10]=2.[S:12]([C:17]1[CH:23]=[CH:22][C:20]([CH3:21])=[CH:19][CH:18]=1)([O:15][CH3:16])(=[O:14])=[O:13], predict the reaction product. The product is: [S:12]([C:17]1[CH:23]=[CH:22][C:20]([CH3:21])=[CH:19][CH:18]=1)([O-:15])(=[O:14])=[O:13].[CH3:16][C:8]1[N:7]=[C:6]2[NH+:11]=[C:3]([S:2][CH3:1])[S:4][C:5]2=[CH:10][CH:9]=1. (4) Given the reactants [CH3:1][O:2][C:3](=[O:21])[C:4]([C:7]1[CH:12]=[C:11]([Cl:13])[CH:10]=[CH:9][C:8]=1[O:14][C:15]1[CH:20]=[CH:19][CH:18]=[CH:17][CH:16]=1)=[CH:5]O.CCCCCC.C1(C)C=CC=CC=1, predict the reaction product. The product is: [CH3:1][O:2][C:3]([C:4]1[C:7]2[CH:12]=[C:11]([Cl:13])[CH:10]=[CH:9][C:8]=2[O:14][C:15]2[CH:20]=[CH:19][CH:18]=[CH:17][C:16]=2[CH:5]=1)=[O:21]. (5) Given the reactants [O:1]=[S:2]1(=[O:31])[CH2:7][CH:6]=[C:5]([C:8]2[CH:13]=[CH:12][C:11]([N:14]3[CH2:18][C@H:17]([CH2:19][N:20]4[CH:24]=[C:23]([CH:25]=[C:26](Br)Br)[N:22]=[N:21]4)[O:16][C:15]3=[O:29])=[CH:10][C:9]=2[F:30])[CH2:4][CH2:3]1.[CH2:32]([NH:34][CH3:35])[CH3:33].[OH2:36], predict the reaction product. The product is: [O:1]=[S:2]1(=[O:31])[CH2:7][CH:6]=[C:5]([C:8]2[CH:13]=[CH:12][C:11]([N:14]3[CH2:18][C@H:17]([CH2:19][N:20]4[CH:24]=[C:23]([CH2:25][C:26]([N:34]([CH2:32][CH3:33])[CH3:35])=[O:36])[N:22]=[N:21]4)[O:16][C:15]3=[O:29])=[CH:10][C:9]=2[F:30])[CH2:4][CH2:3]1. (6) Given the reactants [CH2:1]([N:3]1[CH2:8][CH2:7][NH:6][CH2:5][CH2:4]1)[CH3:2].Br[C:10]1[CH:11]=[C:12]2[C:17](=[CH:18][CH:19]=1)[N:16]=[CH:15][N:14]([C:20]1[CH:21]=[C:22]([CH:27]=[CH:28][C:29]=1[CH3:30])[C:23]([O:25][CH3:26])=[O:24])[C:13]2=[O:31], predict the reaction product. The product is: [CH3:30][C:29]1[CH:28]=[CH:27][C:22]([C:23]([O:25][CH3:26])=[O:24])=[CH:21][C:20]=1[N:14]1[C:13](=[O:31])[C:12]2[C:17](=[CH:18][CH:19]=[C:10]([N:6]3[CH2:7][CH2:8][N:3]([CH2:1][CH3:2])[CH2:4][CH2:5]3)[CH:11]=2)[N:16]=[CH:15]1. (7) Given the reactants CS(O[CH2:6][C@H:7]1[N:18]2[C:19]3[C:10](=[C:11]([F:21])[CH:12]=[N:13][C:14]=3[CH:15]=[CH:16][C:17]2=[O:20])[O:9][CH2:8]1)(=O)=O.[OH:22][C@@H:23]1[CH2:27][NH:26][CH2:25][C@@H:24]1[CH2:28][NH:29][C:30](=[O:39])[O:31][CH2:32][C:33]1[CH:38]=[CH:37][CH:36]=[CH:35][CH:34]=1, predict the reaction product. The product is: [F:21][C:11]1[CH:12]=[N:13][C:14]2[CH:15]=[CH:16][C:17](=[O:20])[N:18]3[C@H:7]([CH2:6][N:26]4[CH2:27][C@@H:23]([OH:22])[C@@H:24]([CH2:28][NH:29][C:30](=[O:39])[O:31][CH2:32][C:33]5[CH:38]=[CH:37][CH:36]=[CH:35][CH:34]=5)[CH2:25]4)[CH2:8][O:9][C:10]=1[C:19]=23. (8) Given the reactants [CH3:1][S:2]([C:5]1[CH:10]=[C:9]([C:11]([F:14])([F:13])[F:12])[CH:8]=[C:7]([N+:15]([O-])=O)[CH:6]=1)(=[O:4])=[O:3], predict the reaction product. The product is: [CH3:1][S:2]([C:5]1[CH:6]=[C:7]([NH2:15])[CH:8]=[C:9]([C:11]([F:12])([F:14])[F:13])[CH:10]=1)(=[O:3])=[O:4].